Task: Predict the reactants needed to synthesize the given product.. Dataset: Full USPTO retrosynthesis dataset with 1.9M reactions from patents (1976-2016) (1) Given the product [CH2:23]([O:30][C:31]([N:33]1[CH2:37][CH2:36][CH2:35][CH:34]1[C:38]1[CH:43]=[CH:42][C:41]([C:10]2[CH:9]=[CH:8][C:7]([CH2:6][C:5](=[O:22])[NH:4][CH:1]3[CH2:2][CH2:3]3)=[CH:12][CH:11]=2)=[CH:40][CH:39]=1)=[O:32])[C:24]1[CH:25]=[CH:26][CH:27]=[CH:28][CH:29]=1, predict the reactants needed to synthesize it. The reactants are: [CH:1]1([NH:4][C:5](=[O:22])[CH2:6][C:7]2[CH:12]=[CH:11][C:10](B3OC(C)(C)C(C)(C)O3)=[CH:9][CH:8]=2)[CH2:3][CH2:2]1.[CH2:23]([O:30][C:31]([N:33]1[CH2:37][CH2:36][CH2:35][CH:34]1[C:38]1[CH:43]=[CH:42][C:41](Br)=[CH:40][CH:39]=1)=[O:32])[C:24]1[CH:29]=[CH:28][CH:27]=[CH:26][CH:25]=1.CN(C=O)C. (2) Given the product [N+:12]([C:15]1[CH:20]=[CH:19][C:18]2[CH2:21][O:10][C:3]3([O:24][CH2:23][C:17]=2[CH:16]=1)[C:4]1[C:5](=[N:6][CH:7]=[CH:8][CH:9]=1)[NH:1][C:2]3=[O:11])([O-:14])=[O:13], predict the reactants needed to synthesize it. The reactants are: [NH:1]1[C:5]2=[N:6][CH:7]=[CH:8][CH:9]=[C:4]2[C:3](=[O:10])[C:2]1=[O:11].[N+:12]([C:15]1[CH:20]=[CH:19][C:18]([CH2:21]O)=[C:17]([CH2:23][OH:24])[CH:16]=1)([O-:14])=[O:13].C1(C)C=CC(S(O)(=O)=O)=CC=1.O. (3) Given the product [C:1]([O:5][C:6]([N:8]1[CH2:9][CH2:10][C:11](=[O:14])[CH:12]([Br:19])[CH2:13]1)=[O:7])([CH3:4])([CH3:2])[CH3:3], predict the reactants needed to synthesize it. The reactants are: [C:1]([O:5][C:6]([N:8]1[CH2:13][CH2:12][C:11](=[O:14])[CH2:10][CH2:9]1)=[O:7])([CH3:4])([CH3:3])[CH3:2].[Cl-].[Al+3].[Cl-].[Cl-].[Br:19]Br. (4) Given the product [C:54]([O:58][C:59]([N:61]1[CH2:69][C:68]2[C:63](=[CH:64][CH:65]=[C:66]([C:33]3[C:32]4[C:36](=[CH:37][C:29]([F:28])=[CH:30][CH:31]=4)[N:35]([C:38]([O:40][C:41]([CH3:42])([CH3:43])[CH3:44])=[O:39])[CH:34]=3)[CH:67]=2)[CH2:62]1)=[O:60])([CH3:57])([CH3:55])[CH3:56], predict the reactants needed to synthesize it. The reactants are: FC1C=C2C(C(C3C=C(N)C(N)=CC=3)=CN2S(C2C=CC=CC=2)(=O)=O)=CC=1.[F:28][C:29]1[CH:37]=[C:36]2[C:32]([C:33](B3OC(C)(C)C(C)(C)O3)=[CH:34][N:35]2[C:38]([O:40][C:41]([CH3:44])([CH3:43])[CH3:42])=[O:39])=[CH:31][CH:30]=1.[C:54]([O:58][C:59]([N:61]1[CH2:69][C:68]2[C:63](=[CH:64][CH:65]=[C:66](Br)[CH:67]=2)[CH2:62]1)=[O:60])([CH3:57])([CH3:56])[CH3:55].